Regression/Classification. Given a drug SMILES string, predict its absorption, distribution, metabolism, or excretion properties. Task type varies by dataset: regression for continuous measurements (e.g., permeability, clearance, half-life) or binary classification for categorical outcomes (e.g., BBB penetration, CYP inhibition). Dataset: cyp2c19_veith. From a dataset of CYP2C19 inhibition data for predicting drug metabolism from PubChem BioAssay. The molecule is CCOc1ccc(-c2c[n+](=O)c3c(n2[O-])CCCC3)c(OCC)c1. The result is 0 (non-inhibitor).